Dataset: TCR-epitope binding with 47,182 pairs between 192 epitopes and 23,139 TCRs. Task: Binary Classification. Given a T-cell receptor sequence (or CDR3 region) and an epitope sequence, predict whether binding occurs between them. (1) The epitope is LLFGYPVYV. The TCR CDR3 sequence is CASSEAAAAIYEQYF. Result: 0 (the TCR does not bind to the epitope). (2) Result: 1 (the TCR binds to the epitope). The TCR CDR3 sequence is CASSIRAGVEQFF. The epitope is GILGFVFTL.